This data is from Full USPTO retrosynthesis dataset with 1.9M reactions from patents (1976-2016). The task is: Predict the reactants needed to synthesize the given product. (1) Given the product [ClH:1].[CH2:38]([N:12]=[C:9]=[N:10][CH2:19][CH2:18][CH2:17][N:16]([CH3:15])[CH3:33])[CH3:39], predict the reactants needed to synthesize it. The reactants are: [Cl:1]C1C=CC(C/[C:9](=[N:12]/[H])/[NH:10]O)=CC=1.O=[C:15]1C(C2C=CC=CC=2)(C2C=CC=CC=2)[CH2:19][CH2:18][CH2:17][N:16]1[CH2:33]C(O)=O.Cl[CH:38](Cl)[CH3:39]. (2) Given the product [Br:8][C:6]1[C:5]([F:9])=[CH:4][C:3]2[O:10][CH2:18][C:19](=[O:20])[NH:1][C:2]=2[CH:7]=1, predict the reactants needed to synthesize it. The reactants are: [NH2:1][C:2]1[CH:7]=[C:6]([Br:8])[C:5]([F:9])=[CH:4][C:3]=1[OH:10].C([O-])([O-])=O.[K+].[K+].Cl[CH2:18][C:19](Cl)=[O:20].O. (3) Given the product [CH2:8]([N:15]([CH2:16][CH2:17][CH:18]([C:30]1[CH:35]=[CH:34][C:33]([NH:36][C:37]([O:39][CH3:40])=[O:38])=[CH:32][CH:31]=1)[C:19]1[CH:24]=[CH:23][C:22]([NH:25][C:26]([O:28][CH3:29])=[O:27])=[CH:21][CH:20]=1)[CH2:41][C:42]1[CH:47]=[CH:46][CH:45]=[CH:44][CH:43]=1)[C:9]1[CH:10]=[CH:11][CH:12]=[CH:13][CH:14]=1, predict the reactants needed to synthesize it. The reactants are: C(=O)([O-])[O-].[K+].[K+].Cl.[CH2:8]([NH:15][CH2:16][CH2:17][CH:18]([C:30]1[CH:35]=[CH:34][C:33]([NH:36][C:37]([O:39][CH3:40])=[O:38])=[CH:32][CH:31]=1)[C:19]1[CH:24]=[CH:23][C:22]([NH:25][C:26]([O:28][CH3:29])=[O:27])=[CH:21][CH:20]=1)[C:9]1[CH:14]=[CH:13][CH:12]=[CH:11][CH:10]=1.[CH2:41](Br)[C:42]1[CH:47]=[CH:46][CH:45]=[CH:44][CH:43]=1. (4) Given the product [CH2:1]([C:5]1[N:6]=[C:7]([CH3:27])[N:8]([CH2:36][C:37]2[N:38]=[CH:39][S:40][CH:41]=2)[C:9](=[O:26])[C:10]=1[CH2:11][C:12]1[CH:17]=[CH:16][C:15]([C:18]2[C:19]([C:24]#[N:25])=[CH:20][CH:21]=[CH:22][CH:23]=2)=[CH:14][CH:13]=1)[CH2:2][CH2:3][CH3:4], predict the reactants needed to synthesize it. The reactants are: [CH2:1]([C:5]1[N:6]=[C:7]([CH3:27])[NH:8][C:9](=[O:26])[C:10]=1[CH2:11][C:12]1[CH:17]=[CH:16][C:15]([C:18]2[C:19]([C:24]#[N:25])=[CH:20][CH:21]=[CH:22][CH:23]=2)=[CH:14][CH:13]=1)[CH2:2][CH2:3][CH3:4].C(=O)([O-])[O-].[K+].[K+].Cl.Cl[CH2:36][C:37]1[N:38]=[CH:39][S:40][CH:41]=1.CN(C)C=O.